From a dataset of Full USPTO retrosynthesis dataset with 1.9M reactions from patents (1976-2016). Predict the reactants needed to synthesize the given product. The reactants are: [CH:1]1([CH2:7][C@H:8]([NH:21][C:22]([C:24]2[CH:25]=[C:26]([CH:30]=[CH:31][CH:32]=2)[C:27](O)=[O:28])=[O:23])[CH2:9][N:10]([CH3:20])[C:11]([O:13][CH2:14][CH2:15][Si:16]([CH3:19])([CH3:18])[CH3:17])=[O:12])[CH2:6][CH2:5][CH2:4][CH2:3][CH2:2]1.Cl.[CH3:34][NH:35][O:36][CH3:37].C(Cl)CCl.C1C=CC2N(O)N=NC=2C=1.CCN(C(C)C)C(C)C. Given the product [CH:1]1([CH2:7][C@H:8]([NH:21][C:22](=[O:23])[C:24]2[CH:32]=[CH:31][CH:30]=[C:26]([C:27]([N:35]([O:36][CH3:37])[CH3:34])=[O:28])[CH:25]=2)[CH2:9][N:10]([CH3:20])[C:11]([O:13][CH2:14][CH2:15][Si:16]([CH3:18])([CH3:17])[CH3:19])=[O:12])[CH2:2][CH2:3][CH2:4][CH2:5][CH2:6]1, predict the reactants needed to synthesize it.